Task: Predict the reactants needed to synthesize the given product.. Dataset: Full USPTO retrosynthesis dataset with 1.9M reactions from patents (1976-2016) (1) Given the product [CH2:26]([C:13]12[CH2:25][CH2:24][C:19]3([O:20][CH2:21][CH2:22][O:23]3)[CH2:18][CH:14]1[CH2:15][CH2:16][CH2:17][C:11]1[CH:10]=[C:9]([NH2:8])[CH:29]=[CH:28][C:12]=12)[CH3:27], predict the reactants needed to synthesize it. The reactants are: C1(C(C2C=CC=CC=2)=[N:8][C:9]2[CH:29]=[CH:28][C:12]3[C:13]4([CH2:26][CH3:27])[CH2:25][CH2:24][C:19]5([O:23][CH2:22][CH2:21][O:20]5)[CH2:18][CH:14]4[CH2:15][CH2:16][CH2:17][C:11]=3[CH:10]=2)C=CC=CC=1.C([O-])=O.[NH4+]. (2) Given the product [ClH:37].[NH2:29][CH2:28][C:7]1[N:8]([CH2:24][CH:25]([CH3:26])[CH3:27])[C:9](=[O:23])[C:10]2[C:15]([C:6]=1[O:5][CH2:1][CH2:2][CH2:3][CH3:4])=[CH:14][C:13]([CH2:16][CH2:17][C:18]1[N:19]=[CH:20][S:21][CH:22]=1)=[CH:12][CH:11]=2, predict the reactants needed to synthesize it. The reactants are: [CH2:1]([O:5][C:6]1[C:15]2[C:10](=[CH:11][CH:12]=[C:13]([CH2:16][CH2:17][C:18]3[N:19]=[CH:20][S:21][CH:22]=3)[CH:14]=2)[C:9](=[O:23])[N:8]([CH2:24][CH:25]([CH3:27])[CH3:26])[C:7]=1[CH2:28][NH:29]C(=O)OC(C)(C)C)[CH2:2][CH2:3][CH3:4].[ClH:37].